This data is from CYP1A2 inhibition data for predicting drug metabolism from PubChem BioAssay. The task is: Regression/Classification. Given a drug SMILES string, predict its absorption, distribution, metabolism, or excretion properties. Task type varies by dataset: regression for continuous measurements (e.g., permeability, clearance, half-life) or binary classification for categorical outcomes (e.g., BBB penetration, CYP inhibition). Dataset: cyp1a2_veith. (1) The result is 1 (inhibitor). The compound is N#C/C(=C\c1ccc(O)c(O)c1)C(=O)OCCc1cccs1. (2) The drug is COC(=O)C1=C(C)NC(=O)NC1c1ccsc1. The result is 0 (non-inhibitor). (3) The drug is Cn1c(=O)cc(OCCCC(=O)Nc2cccnc2)c2ccccc21. The result is 1 (inhibitor).